This data is from Forward reaction prediction with 1.9M reactions from USPTO patents (1976-2016). The task is: Predict the product of the given reaction. (1) Given the reactants [CH3:1][C:2]1[CH:3]=[C:4]([CH:15]=[CH:16][C:17]=1[N+:18]([O-])=O)[O:5][CH2:6][CH2:7][CH2:8][N:9]1[CH2:14][CH2:13][O:12][CH2:11][CH2:10]1, predict the reaction product. The product is: [CH3:1][C:2]1[CH:3]=[C:4]([O:5][CH2:6][CH2:7][CH2:8][N:9]2[CH2:10][CH2:11][O:12][CH2:13][CH2:14]2)[CH:15]=[CH:16][C:17]=1[NH2:18]. (2) The product is: [N:28]1[C:29]2[C:24](=[CH:23][C:22]([CH2:21][N:18]3[C:16]4=[N:17][C:12]([C:40]5[CH:41]=[CH:42][C:43]([NH2:46])=[N:44][CH:45]=5)=[CH:13][CH:14]=[C:15]4[N:20]=[N:19]3)=[CH:31][CH:30]=2)[CH:25]=[CH:26][CH:27]=1. Given the reactants FC1C=C([C:12]2[N:17]=[C:16]3[N:18]([CH2:21][C:22]4[CH:23]=[C:24]5[C:29](=[CH:30][CH:31]=4)[N:28]=[CH:27][CH:26]=[CH:25]5)[N:19]=[N:20][C:15]3=[CH:14][CH:13]=2)C=CC=1C(NC)=O.CC1(C)C(C)(C)OB([C:40]2[CH:41]=[CH:42][C:43]([NH2:46])=[N:44][CH:45]=2)O1.C(=O)([O-])[O-].[K+].[K+].O1CCOCC1, predict the reaction product. (3) Given the reactants [H-].[Na+].[Br:3][C:4]1[C:9]([OH:10])=[CH:8][CH:7]=[CH:6][N:5]=1.Br[CH:12]1[CH2:16][CH2:15][CH2:14][CH2:13]1.O, predict the reaction product. The product is: [Br:3][C:4]1[C:9]([O:10][CH:12]2[CH2:16][CH2:15][CH2:14][CH2:13]2)=[CH:8][CH:7]=[CH:6][N:5]=1. (4) Given the reactants [Cl:1][C:2]1[CH:7]=[C:6](Cl)[N:5]2[N:9]=[C:10]([CH3:24])[C:11]([CH2:12][C:13]3[CH:18]=[CH:17][CH:16]=[C:15]([C:19]([F:22])([F:21])[F:20])[C:14]=3[CH3:23])=[C:4]2[N:3]=1.[OH-:25].[Na+], predict the reaction product. The product is: [Cl:1][C:2]1[NH:3][C:4]2[N:5]([N:9]=[C:10]([CH3:24])[C:11]=2[CH2:12][C:13]2[CH:18]=[CH:17][CH:16]=[C:15]([C:19]([F:22])([F:21])[F:20])[C:14]=2[CH3:23])[C:6](=[O:25])[CH:7]=1. (5) Given the reactants O[CH:2]([CH3:17])[C:3]#[C:4][C:5]#[C:6][C:7]1[CH:16]=[CH:15][C:10]([C:11]([O:13][CH3:14])=[O:12])=[CH:9][CH:8]=1.CS(OS(C)(=O)=O)(=O)=O.CCN(CC)CC.[NH:34]1[CH2:39][CH2:38][O:37][CH2:36][CH2:35]1, predict the reaction product. The product is: [O:37]1[CH2:38][CH2:39][N:34]([CH:2]([CH3:17])[C:3]#[C:4][C:5]#[C:6][C:7]2[CH:16]=[CH:15][C:10]([C:11]([O:13][CH3:14])=[O:12])=[CH:9][CH:8]=2)[CH2:35][CH2:36]1. (6) The product is: [F:1][C:2]1[C:7]([F:8])=[CH:6][C:5]([N+:9]([O-:11])=[O:10])=[CH:4][C:3]=1[C@:12]12[CH2:20][O:19][C@H:18]([C:21]([F:22])([F:23])[F:24])[C@H:17]1[CH2:16][S:15][C:14]([NH:25][C:26](=[O:27])[O:28][C:29]([CH3:32])([CH3:31])[CH3:30])=[N:13]2. Given the reactants [F:1][C:2]1[C:7]([F:8])=[CH:6][C:5]([N+:9]([O-:11])=[O:10])=[CH:4][C:3]=1[C@:12]12[CH2:20][O:19][C@H:18]([C:21]([F:24])([F:23])[F:22])[C@H:17]1[CH2:16][S:15][C:14]([NH2:25])=[N:13]2.[C:26](O[C:26]([O:28][C:29]([CH3:32])([CH3:31])[CH3:30])=[O:27])([O:28][C:29]([CH3:32])([CH3:31])[CH3:30])=[O:27].C(=O)(O)[O-].[Na+], predict the reaction product. (7) Given the reactants [CH2:1]([O:8][C:9]([C:11]1[CH:20]=[C:19]([O:21][CH2:22][C:23]2[CH:28]=[CH:27][CH:26]=[CH:25][CH:24]=2)[C:18]2[C:13](=[C:14]([O:30][CH2:31][C:32]3[CH:37]=[CH:36][CH:35]=[CH:34][CH:33]=3)[C:15](Br)=[CH:16][CH:17]=2)[N:12]=1)=[O:10])[C:2]1[CH:7]=[CH:6][CH:5]=[CH:4][CH:3]=1.[C:38]1([C:44]#C)[CH:43]=[CH:42][CH:41]=[CH:40][CH:39]=1, predict the reaction product. The product is: [CH2:1]([O:8][C:9]([C:11]1[CH:20]=[C:19]([O:21][CH2:22][C:23]2[CH:28]=[CH:27][CH:26]=[CH:25][CH:24]=2)[C:18]2[C:13](=[C:14]([O:30][CH2:31][C:32]3[CH:37]=[CH:36][CH:35]=[CH:34][CH:33]=3)[C:15]([C:3]#[C:2][CH2:1][O:8][CH2:44][C:38]3[CH:39]=[CH:40][CH:41]=[CH:42][CH:43]=3)=[CH:16][CH:17]=2)[N:12]=1)=[O:10])[C:2]1[CH:7]=[CH:6][CH:5]=[CH:4][CH:3]=1. (8) Given the reactants [CH3:1][O:2][C:3]1[CH:4]=[C:5]([NH:13][C:14]2[CH:19]=[N:18][CH:17]=[C:16](Cl)[N:15]=2)[CH:6]=[C:7]([O:11][CH3:12])[C:8]=1[O:9][CH3:10].[CH:21]1[C:30]2[C:25](=[CH:26][CH:27]=[CH:28][CH:29]=2)[CH:24]=[CH:23][C:22]=1[OH:31], predict the reaction product. The product is: [CH3:1][O:2][C:3]1[CH:4]=[C:5]([NH:13][C:14]2[CH:19]=[N:18][CH:17]=[C:16]([O:31][C:22]3[CH:23]=[CH:24][C:25]4[C:30](=[CH:29][CH:28]=[CH:27][CH:26]=4)[CH:21]=3)[N:15]=2)[CH:6]=[C:7]([O:11][CH3:12])[C:8]=1[O:9][CH3:10].